Task: Predict the reaction yield, written as a fraction of the theoretical maximum amount of product (1.0 means a 100% yield; for example, 0.34 means a 34% yield).. Dataset: Reaction yield outcomes from USPTO patents with 853,638 reactions The reactants are C([Li])(CC)C.C1CCCCC1.[Cl:12][C:13]1[CH:26]=[CH:25][CH:24]=[C:23]([Cl:27])[C:14]=1[O:15][Si](CC)(CC)CC.CN(C)[CH:30]=[O:31]. The catalyst is O1CCCC1.CCCCCCC.ClCCl. The product is [Cl:27][C:23]1[C:14]([OH:15])=[C:13]([Cl:12])[CH:26]=[CH:25][C:24]=1[CH:30]=[O:31]. The yield is 0.650.